Dataset: Full USPTO retrosynthesis dataset with 1.9M reactions from patents (1976-2016). Task: Predict the reactants needed to synthesize the given product. (1) Given the product [F:1][C:2]1[CH:7]=[CH:6][C:5]([C:8]2[C:17]3[C:12](=[CH:13][C:14]([S:18]([NH:21][C:22]4[S:23][CH:24]=[CH:25][N:26]=4)(=[O:19])=[O:20])=[CH:15][CH:16]=3)[CH:11]=[CH:10][N:9]=2)=[C:4]([OH:36])[CH:3]=1, predict the reactants needed to synthesize it. The reactants are: [F:1][C:2]1[CH:7]=[CH:6][C:5]([C:8]2[C:17]3[C:12](=[CH:13][C:14]([S:18]([N:21](CC4C=CC(OC)=CC=4)[C:22]4[S:23][CH:24]=[CH:25][N:26]=4)(=[O:20])=[O:19])=[CH:15][CH:16]=3)[CH:11]=[CH:10][N:9]=2)=[C:4]([OH:36])[CH:3]=1.C(O)(C(F)(F)F)=O. (2) Given the product [Br:20][C:21]1[CH:27]=[C:26]([O:28][CH3:29])[CH:25]=[CH:24][C:22]=1[NH:23][C:5](=[NH:6])[CH2:4][C:3](=[O:2])[C:14]1[CH:15]=[CH:16][CH:17]=[CH:18][CH:19]=1, predict the reactants needed to synthesize it. The reactants are: Cl.[O:2]=[C:3]([C:14]1[CH:19]=[CH:18][CH:17]=[CH:16][CH:15]=1)[CH2:4][C:5](SC1C=CC=CC=1)=[NH:6].[Br:20][C:21]1[CH:27]=[C:26]([O:28][CH3:29])[CH:25]=[CH:24][C:22]=1[NH2:23]. (3) The reactants are: [O:1]1[CH2:6][CH2:5][O:4][CH2:3][CH:2]1[CH2:7][OH:8].[H-].[Na+].F[C:12]1[CH:17]=[CH:16][C:15]([S:18]([NH2:21])(=[O:20])=[O:19])=[CH:14][C:13]=1[N+:22]([O-:24])=[O:23]. Given the product [O:1]1[CH2:6][CH2:5][O:4][CH2:3][CH:2]1[CH2:7][O:8][C:12]1[CH:17]=[CH:16][C:15]([S:18]([NH2:21])(=[O:20])=[O:19])=[CH:14][C:13]=1[N+:22]([O-:24])=[O:23], predict the reactants needed to synthesize it. (4) Given the product [C:13]([O:8][C:7](=[O:9])[C:6]1[CH:10]=[C:2]([I:1])[C:3]([CH3:12])=[CH:4][C:5]=1[CH3:11])([CH3:19])([CH3:18])[CH3:14], predict the reactants needed to synthesize it. The reactants are: [I:1][C:2]1[C:3]([CH3:12])=[CH:4][C:5]([CH3:11])=[C:6]([CH:10]=1)[C:7]([OH:9])=[O:8].[C:13]1([CH3:19])[CH:18]=CC=C[CH:14]=1. (5) Given the product [CH:16]1([C:19]2[CH:24]=[CH:23][N:22]=[CH:21][C:20]=2[N:9]2[CH2:8][CH2:7][C:6]3[C:11](=[CH:12][C:3]([C:2]([F:1])([F:14])[F:15])=[CH:4][CH:5]=3)[C:10]2=[O:13])[CH2:18][CH2:17]1, predict the reactants needed to synthesize it. The reactants are: [F:1][C:2]([F:15])([F:14])[C:3]1[CH:12]=[C:11]2[C:6]([CH2:7][CH2:8][NH:9][C:10]2=[O:13])=[CH:5][CH:4]=1.[CH:16]1([C:19]2[CH:24]=[CH:23][N:22]=[CH:21][C:20]=2I)[CH2:18][CH2:17]1.O1CCOCC1.P([O-])([O-])([O-])=O.[K+].[K+].[K+]. (6) Given the product [F:22][C:23]([F:32])([F:33])[C:24]1[CH:31]=[CH:30][C:27]([CH2:28][NH:1][CH2:2][C:3]2[CH:8]=[CH:7][C:6]([C:9]3[CH:14]=[CH:13][C:12]([C:15]([O:17][C:18]([CH3:21])([CH3:20])[CH3:19])=[O:16])=[CH:11][CH:10]=3)=[CH:5][CH:4]=2)=[CH:26][CH:25]=1, predict the reactants needed to synthesize it. The reactants are: [NH2:1][CH2:2][C:3]1[CH:8]=[CH:7][C:6]([C:9]2[CH:14]=[CH:13][C:12]([C:15]([O:17][C:18]([CH3:21])([CH3:20])[CH3:19])=[O:16])=[CH:11][CH:10]=2)=[CH:5][CH:4]=1.[F:22][C:23]([F:33])([F:32])[C:24]1[CH:31]=[CH:30][C:27]([CH:28]=O)=[CH:26][CH:25]=1.C(O[BH-](OC(=O)C)OC(=O)C)(=O)C.[Na+].O. (7) Given the product [Cl:1][C:2]1[CH:3]=[CH:4][C:5]([C:8]2[CH:9]=[CH:10][C:11]([C:14]#[C:15][C:16]3[CH:29]=[CH:28][C:19]([O:20][CH2:21][CH2:22][N:23]([CH2:24][CH:25]4[CH2:27][CH2:26]4)[CH2:32][C@H:33]([OH:36])[CH2:34][OH:35])=[C:18]([CH3:30])[CH:17]=3)=[N:12][CH:13]=2)=[CH:6][CH:7]=1, predict the reactants needed to synthesize it. The reactants are: [Cl:1][C:2]1[CH:7]=[CH:6][C:5]([C:8]2[CH:9]=[CH:10][C:11]([C:14]#[C:15][C:16]3[CH:29]=[CH:28][C:19]([O:20][CH2:21][CH2:22][NH:23][CH2:24][CH:25]4[CH2:27][CH2:26]4)=[C:18]([CH3:30])[CH:17]=3)=[N:12][CH:13]=2)=[CH:4][CH:3]=1.Cl[CH2:32][C@H:33]([OH:36])[CH2:34][OH:35].C(N(C(C)C)C(C)C)C. (8) Given the product [N:9]1[C:10]2[C:11](=[CH:19][CH:18]=[CH:17][CH:21]=2)[CH:2]=[CH:1][CH:8]=1, predict the reactants needed to synthesize it. The reactants are: [C:1](Cl)(=O)[C:2](Cl)=O.S1[CH:11]=[CH:10][N:9]=[CH:8]1.CN(C=O)C.[CH2:17]1[CH2:21]O[CH2:19][CH2:18]1.